Predict the reaction yield, written as a fraction of the theoretical maximum amount of product (1.0 means a 100% yield; for example, 0.34 means a 34% yield). From a dataset of Reaction yield outcomes from USPTO patents with 853,638 reactions. The reactants are [C:1]([C:3]1[CH:8]=[CH:7][C:6]([NH:9][C:10](=[O:18])[CH2:11][CH:12]([CH3:17])[CH2:13][C:14]([OH:16])=O)=[CH:5][CH:4]=1)#[N:2].[CH2:19]([N:21]1[C:29]2[C:24](=[CH:25][C:26]([NH2:30])=[CH:27][CH:28]=2)[C:23]([CH3:31])=[C:22]1[CH3:32])[CH3:20].CCN(C(C)C)C(C)C.CN(C(ON1N=NC2C=CC=NC1=2)=[N+](C)C)C.F[P-](F)(F)(F)(F)F. The catalyst is CN(C=O)C.O. The product is [C:1]([C:3]1[CH:4]=[CH:5][C:6]([NH:9][C:10](=[O:18])[CH2:11][CH:12]([CH3:17])[CH2:13][C:14]([NH:30][C:26]2[CH:25]=[C:24]3[C:29](=[CH:28][CH:27]=2)[N:21]([CH2:19][CH3:20])[C:22]([CH3:32])=[C:23]3[CH3:31])=[O:16])=[CH:7][CH:8]=1)#[N:2]. The yield is 0.618.